Dataset: Catalyst prediction with 721,799 reactions and 888 catalyst types from USPTO. Task: Predict which catalyst facilitates the given reaction. (1) Reactant: C([N:4]1[C:12]2[C:7](=[CH:8][C:9]([N+:13]([O-:15])=[O:14])=[CH:10][CH:11]=2)[C:6](=[C:16](OCC)[C:17]2[CH:22]=[CH:21][CH:20]=[CH:19][CH:18]=2)[C:5]1=[O:26])(=O)C.[CH3:27][N:28]1[CH2:33][CH2:32][N:31]([CH2:34][C:35]([NH:37][C:38]2[CH:44]=[CH:43][C:41]([NH2:42])=[CH:40][CH:39]=2)=[O:36])[CH2:30][CH2:29]1.[OH-].[Na+]. Product: [CH3:27][N:28]1[CH2:29][CH2:30][N:31]([CH2:34][C:35]([NH:37][C:38]2[CH:44]=[CH:43][C:41]([NH:42]/[C:16](=[C:6]3\[C:5](=[O:26])[NH:4][C:12]4[C:7]\3=[CH:8][C:9]([N+:13]([O-:15])=[O:14])=[CH:10][CH:11]=4)/[C:17]3[CH:18]=[CH:19][CH:20]=[CH:21][CH:22]=3)=[CH:40][CH:39]=2)=[O:36])[CH2:32][CH2:33]1. The catalyst class is: 121. (2) The catalyst class is: 14. Reactant: [CH2:1]([N:3]([CH2:16][CH3:17])[C:4](=[O:15])[C:5]1[CH:10]=[CH:9][C:8](F)=[C:7]([N+:12]([O-:14])=[O:13])[CH:6]=1)[CH3:2].[NH2:18][CH2:19][CH2:20][NH:21][C:22](=[O:28])[O:23][C:24]([CH3:27])([CH3:26])[CH3:25]. Product: [CH2:1]([N:3]([CH2:16][CH3:17])[C:4]([C:5]1[CH:10]=[CH:9][C:8]([NH:18][CH2:19][CH2:20][NH:21][C:22](=[O:28])[O:23][C:24]([CH3:26])([CH3:25])[CH3:27])=[C:7]([N+:12]([O-:14])=[O:13])[CH:6]=1)=[O:15])[CH3:2]. (3) Reactant: [C:1]([O:9][C@H:10]1[CH2:15][CH2:14][C@H:13]([OH:16])[CH2:12][C@@H:11]1[C:17]1[N:21]([CH2:22][O:23][CH2:24][CH2:25][O:26][CH3:27])[N:20]=[CH:19][CH:18]=1)(=[O:8])[C:2]1[CH:7]=[CH:6][CH:5]=[CH:4][CH:3]=1.CC(OI1(OC(C)=O)(OC(C)=O)OC(=O)C2C=CC=CC1=2)=O. Product: [C:1]([O:9][C@H:10]1[CH2:15][CH2:14][C:13](=[O:16])[CH2:12][C@@H:11]1[C:17]1[N:21]([CH2:22][O:23][CH2:24][CH2:25][O:26][CH3:27])[N:20]=[CH:19][CH:18]=1)(=[O:8])[C:2]1[CH:3]=[CH:4][CH:5]=[CH:6][CH:7]=1. The catalyst class is: 4. (4) Reactant: [C:1](Cl)(=[O:9])[O:2][C:3]1[CH:8]=[CH:7][CH:6]=[CH:5][CH:4]=1.N1C=CC=CC=1.[N:17]1[CH:22]=[CH:21][C:20]([NH2:23])=[N:19][CH:18]=1. Product: [N:17]1[CH:22]=[CH:21][C:20]([NH:23][C:1](=[O:9])[O:2][C:3]2[CH:8]=[CH:7][CH:6]=[CH:5][CH:4]=2)=[N:19][CH:18]=1. The catalyst class is: 2. (5) Reactant: [S:1]1[CH:5]=[CH:4][CH:3]=[C:2]1[C:6]1[CH2:10][CH:9]([CH2:11][CH2:12][CH:13]=O)[O:8][N:7]=1.Cl.[CH3:16][O:17][C:18]1[CH:23]=[CH:22][CH:21]=[CH:20][C:19]=1[N:24]1[CH2:29][CH2:28][NH:27][CH2:26][CH2:25]1.[BH-](OC(C)=O)(OC(C)=O)OC(C)=O.[Na+].C(N(C(C)C)CC)(C)C. Product: [CH3:16][O:17][C:18]1[CH:23]=[CH:22][CH:21]=[CH:20][C:19]=1[N:24]1[CH2:29][CH2:28][N:27]([CH2:13][CH2:12][CH2:11][CH:9]2[O:8][N:7]=[C:6]([C:2]3[S:1][CH:5]=[CH:4][CH:3]=3)[CH2:10]2)[CH2:26][CH2:25]1. The catalyst class is: 2. (6) Reactant: [C:1]([N:4]1[C:13]2[C:8](=[CH:9][C:10]([N:14]3[CH2:19][CH2:18][N:17](C(OC(C)(C)C)=O)[CH2:16][CH2:15]3)=[CH:11][CH:12]=2)[C@H:7]([NH:27][C:28]2[CH:33]=[N:32][C:31]([C:34]#[N:35])=[CH:30][N:29]=2)[C@@H:6]([CH3:36])[C@@H:5]1[CH2:37][CH3:38])(=[O:3])[CH3:2].C(O)(C(F)(F)F)=O. Product: [C:1]([N:4]1[C:13]2[C:8](=[CH:9][C:10]([N:14]3[CH2:19][CH2:18][NH:17][CH2:16][CH2:15]3)=[CH:11][CH:12]=2)[C@H:7]([NH:27][C:28]2[N:29]=[CH:30][C:31]([C:34]#[N:35])=[N:32][CH:33]=2)[C@@H:6]([CH3:36])[C@@H:5]1[CH2:37][CH3:38])(=[O:3])[CH3:2]. The catalyst class is: 98. (7) Reactant: [C:1]1([S:7](Cl)(=[O:9])=[O:8])[CH:6]=[CH:5][CH:4]=[CH:3][CH:2]=1.[NH2:11][C:12]1[CH:13]=[C:14]([C:18]2[N:22]([CH3:23])[N:21]=[C:20]([NH:24][C:25](=[O:27])[CH3:26])[CH:19]=2)[CH:15]=[N:16][CH:17]=1. Product: [C:1]1([S:7]([NH:11][C:12]2[CH:13]=[C:14]([C:18]3[N:22]([CH3:23])[N:21]=[C:20]([NH:24][C:25](=[O:27])[CH3:26])[CH:19]=3)[CH:15]=[N:16][CH:17]=2)(=[O:9])=[O:8])[CH:6]=[CH:5][CH:4]=[CH:3][CH:2]=1. The catalyst class is: 298. (8) Reactant: C([O:3][C:4]([C:6]1[CH:14]=[C:13]2[C:9]([C:10]([Cl:18])=[CH:11][N:12]2[CH:15]2[CH2:17][CH2:16]2)=[C:8]([O:19][CH3:20])[CH:7]=1)=[O:5])C. Product: [Cl:18][C:10]1[C:9]2[C:13](=[CH:14][C:6]([C:4]([OH:5])=[O:3])=[CH:7][C:8]=2[O:19][CH3:20])[N:12]([CH:15]2[CH2:17][CH2:16]2)[CH:11]=1. The catalyst class is: 92. (9) Reactant: Cl.[CH3:2][C@@H:3]1[CH2:8][CH2:7][NH:6][CH2:5][C@@H:4]1[C:9]1[N:13]2[C:14]3[CH:20]=[CH:19][NH:18][C:15]=3[N:16]=[CH:17][C:12]2=[CH:11][N:10]=1.[N:21]1([C:27](Cl)=[O:28])[CH2:26][CH2:25][CH2:24][CH2:23][CH2:22]1. Product: [C:9]1([C@@H:4]2[C@H:3]([CH3:2])[CH2:8][CH2:7][N:6]([C:27]([N:21]3[CH2:26][CH2:25][CH2:24][CH2:23][CH2:22]3)=[O:28])[CH2:5]2)[N:13]2[C:14]3[CH:20]=[CH:19][NH:18][C:15]=3[N:16]=[CH:17][C:12]2=[CH:11][N:10]=1. The catalyst class is: 76.